Dataset: Retrosynthesis with 50K atom-mapped reactions and 10 reaction types from USPTO. Task: Predict the reactants needed to synthesize the given product. (1) Given the product CCc1nc(-c2cccc(NC(=O)c3c(F)cccc3F)c2)c(-c2ccnc(Nc3ccc(N4CCC(N5CCCCC5)CC4)c(F)c3)n2)s1, predict the reactants needed to synthesize it. The reactants are: CCc1nc(-c2cccc(NC(=O)c3c(F)cccc3F)c2)c(-c2ccnc(Cl)n2)s1.Nc1ccc(N2CCC(N3CCCCC3)CC2)c(F)c1. (2) Given the product CS(=O)(=O)OCCCC(F)(F)F, predict the reactants needed to synthesize it. The reactants are: CS(=O)(=O)Cl.OCCCC(F)(F)F. (3) Given the product CCOc1ccc2c(C(=O)c3cc(OC)c(OC)c(OC)c3)cncc2c1NC(=O)OCC(C)C, predict the reactants needed to synthesize it. The reactants are: CC(C)COC(=O)Cl.CCOc1ccc2c(C(=O)c3cc(OC)c(OC)c(OC)c3)cncc2c1N. (4) Given the product Cc1cccc(-c2ccc(CN3CCN(C(=O)OC(C)(C)C)CC3)c(Oc3ccccc3)c2)c1, predict the reactants needed to synthesize it. The reactants are: CC(C)(C)OC(=O)N1CCN(Cc2ccc(Br)cc2Oc2ccccc2)CC1.Cc1cccc(B(O)O)c1.